This data is from Forward reaction prediction with 1.9M reactions from USPTO patents (1976-2016). The task is: Predict the product of the given reaction. The product is: [Cl:19][C:17]1[CH:18]=[C:13]([NH:12][C:6]2[CH:5]=[C:4]([CH:9]=[CH:8][C:7]=2[OH:10])[C:3]([OH:21])=[O:2])[CH:14]=[C:15]([Cl:20])[CH:16]=1. Given the reactants C[O:2][C:3](=[O:21])[C:4]1[CH:9]=[CH:8][C:7]([O:10]C)=[C:6]([NH:12][C:13]2[CH:18]=[C:17]([Cl:19])[CH:16]=[C:15]([Cl:20])[CH:14]=2)[CH:5]=1.Br.[OH-].[NH4+], predict the reaction product.